This data is from Forward reaction prediction with 1.9M reactions from USPTO patents (1976-2016). The task is: Predict the product of the given reaction. Given the reactants [CH3:1][O:2][C:3]([CH:5]1[CH2:12][CH:11]2[N:13]([CH2:14][C:15]([O:17][CH3:18])=[O:16])[CH:7]([CH2:8][CH:9]([OH:19])[CH2:10]2)[CH2:6]1)=[O:4].[O:20]1[CH:25]=CCC[CH2:21]1.[O:26]1CCCCC1OC1CCCCO1.COCOC, predict the reaction product. The product is: [CH3:21][O:20][CH2:25][O:19][C:9]1([OH:26])[CH2:8][CH:7]2[N:13]([CH2:14][C:15]([O:17][CH3:18])=[O:16])[CH:11]([CH2:12][CH:5]([C:3]([O:2][CH3:1])=[O:4])[CH2:6]2)[CH2:10]1.